From a dataset of Forward reaction prediction with 1.9M reactions from USPTO patents (1976-2016). Predict the product of the given reaction. Given the reactants C1(=O)CCCCCCCCCCCCCC1.[C:17]1(=[O:37])[CH2:36][CH2:35][CH2:34][CH2:33][CH2:32][CH2:31][CH2:30][CH2:29][CH2:28][CH:27]=[CH:26][CH2:25][CH2:24][CH2:23][CH2:22][CH2:21][CH2:20][CH2:19][CH2:18]1, predict the reaction product. The product is: [CH:17]1([OH:37])[CH2:36][CH2:35][CH2:34][CH2:33][CH2:32][CH2:31][CH2:30][CH2:29][CH2:28][CH:27]=[CH:26][CH2:25][CH2:24][CH2:23][CH2:22][CH2:21][CH2:20][CH2:19][CH2:18]1.